Dataset: NCI-60 drug combinations with 297,098 pairs across 59 cell lines. Task: Regression. Given two drug SMILES strings and cell line genomic features, predict the synergy score measuring deviation from expected non-interaction effect. (1) Cell line: OVCAR3. Drug 2: C1=NC2=C(N=C(N=C2N1C3C(C(C(O3)CO)O)F)Cl)N. Drug 1: COC1=CC(=CC(=C1O)OC)C2C3C(COC3=O)C(C4=CC5=C(C=C24)OCO5)OC6C(C(C7C(O6)COC(O7)C8=CC=CS8)O)O. Synergy scores: CSS=47.2, Synergy_ZIP=0.921, Synergy_Bliss=4.00, Synergy_Loewe=5.72, Synergy_HSA=6.55. (2) Drug 1: CCC1(CC2CC(C3=C(CCN(C2)C1)C4=CC=CC=C4N3)(C5=C(C=C6C(=C5)C78CCN9C7C(C=CC9)(C(C(C8N6C=O)(C(=O)OC)O)OC(=O)C)CC)OC)C(=O)OC)O.OS(=O)(=O)O. Drug 2: CCC1(CC2CC(C3=C(CCN(C2)C1)C4=CC=CC=C4N3)(C5=C(C=C6C(=C5)C78CCN9C7C(C=CC9)(C(C(C8N6C)(C(=O)OC)O)OC(=O)C)CC)OC)C(=O)OC)O.OS(=O)(=O)O. Cell line: 786-0. Synergy scores: CSS=7.99, Synergy_ZIP=-3.85, Synergy_Bliss=3.77, Synergy_Loewe=-3.84, Synergy_HSA=2.83. (3) Drug 1: CN(C)N=NC1=C(NC=N1)C(=O)N. Drug 2: CC12CCC3C(C1CCC2O)C(CC4=C3C=CC(=C4)O)CCCCCCCCCS(=O)CCCC(C(F)(F)F)(F)F. Cell line: A549. Synergy scores: CSS=-0.995, Synergy_ZIP=-1.60, Synergy_Bliss=-4.20, Synergy_Loewe=-7.23, Synergy_HSA=-5.04. (4) Drug 1: C1CC(C1)(C(=O)O)C(=O)O.[NH2-].[NH2-].[Pt+2]. Drug 2: CC1=C(N=C(N=C1N)C(CC(=O)N)NCC(C(=O)N)N)C(=O)NC(C(C2=CN=CN2)OC3C(C(C(C(O3)CO)O)O)OC4C(C(C(C(O4)CO)O)OC(=O)N)O)C(=O)NC(C)C(C(C)C(=O)NC(C(C)O)C(=O)NCCC5=NC(=CS5)C6=NC(=CS6)C(=O)NCCC[S+](C)C)O. Cell line: SN12C. Synergy scores: CSS=10.6, Synergy_ZIP=-7.79, Synergy_Bliss=-0.926, Synergy_Loewe=-15.1, Synergy_HSA=-0.964. (5) Drug 1: CN1C2=C(C=C(C=C2)N(CCCl)CCCl)N=C1CCCC(=O)O.Cl. Drug 2: COC1=NC(=NC2=C1N=CN2C3C(C(C(O3)CO)O)O)N. Cell line: MCF7. Synergy scores: CSS=-0.668, Synergy_ZIP=2.27, Synergy_Bliss=4.19, Synergy_Loewe=1.64, Synergy_HSA=0.529. (6) Drug 1: C1C(C(OC1N2C=C(C(=O)NC2=O)F)CO)O. Drug 2: CN1C2=C(C=C(C=C2)N(CCCl)CCCl)N=C1CCCC(=O)O.Cl. Cell line: CCRF-CEM. Synergy scores: CSS=61.3, Synergy_ZIP=-1.06, Synergy_Bliss=-4.77, Synergy_Loewe=-63.9, Synergy_HSA=-3.15. (7) Drug 1: CC1=C2C(C(=O)C3(C(CC4C(C3C(C(C2(C)C)(CC1OC(=O)C(C(C5=CC=CC=C5)NC(=O)OC(C)(C)C)O)O)OC(=O)C6=CC=CC=C6)(CO4)OC(=O)C)OC)C)OC. Drug 2: CC(C1=C(C=CC(=C1Cl)F)Cl)OC2=C(N=CC(=C2)C3=CN(N=C3)C4CCNCC4)N. Cell line: NCI-H322M. Synergy scores: CSS=39.3, Synergy_ZIP=-4.08, Synergy_Bliss=-6.60, Synergy_Loewe=-51.4, Synergy_HSA=-7.87. (8) Drug 1: C1=CC(=CC=C1C#N)C(C2=CC=C(C=C2)C#N)N3C=NC=N3. Drug 2: CCN(CC)CCNC(=O)C1=C(NC(=C1C)C=C2C3=C(C=CC(=C3)F)NC2=O)C. Cell line: NCI-H322M. Synergy scores: CSS=1.18, Synergy_ZIP=-1.01, Synergy_Bliss=-3.79, Synergy_Loewe=-2.39, Synergy_HSA=-4.46. (9) Drug 1: CC1=C2C(C(=O)C3(C(CC4C(C3C(C(C2(C)C)(CC1OC(=O)C(C(C5=CC=CC=C5)NC(=O)OC(C)(C)C)O)O)OC(=O)C6=CC=CC=C6)(CO4)OC(=O)C)OC)C)OC. Drug 2: CC1=CC2C(CCC3(C2CCC3(C(=O)C)OC(=O)C)C)C4(C1=CC(=O)CC4)C. Cell line: SNB-19. Synergy scores: CSS=53.2, Synergy_ZIP=16.1, Synergy_Bliss=16.3, Synergy_Loewe=-18.7, Synergy_HSA=11.6.